From a dataset of Full USPTO retrosynthesis dataset with 1.9M reactions from patents (1976-2016). Predict the reactants needed to synthesize the given product. (1) Given the product [Cl:1][C:2]1[N:7]=[CH:6][C:5]([O:8][CH2:25][CH2:24][CH2:23][CH:20]2[CH2:21][CH2:22][N:17]([C:14]3[N:13]=[CH:12][C:11]([CH2:9][CH3:10])=[CH:16][N:15]=3)[CH2:18][CH2:19]2)=[CH:4][CH:3]=1, predict the reactants needed to synthesize it. The reactants are: [Cl:1][C:2]1[N:7]=[CH:6][C:5]([OH:8])=[CH:4][CH:3]=1.[CH2:9]([C:11]1[CH:12]=[N:13][C:14]([N:17]2[CH2:22][CH2:21][CH:20]([CH2:23][CH2:24][CH2:25]OS(C)(=O)=O)[CH2:19][CH2:18]2)=[N:15][CH:16]=1)[CH3:10]. (2) The reactants are: [C:1]1([C:7]2[N:12]=[C:11]([NH2:13])[N:10]=[C:9]([NH:14][C:15]3[CH:20]=[CH:19][C:18]([O:21][C:22]4[CH:27]=[CH:26][N:25]=[C:24]([C:28]([F:31])([F:30])[F:29])[CH:23]=4)=[CH:17][CH:16]=3)[CH:8]=2)[CH:6]=[CH:5][CH:4]=[CH:3][CH:2]=1.C1C=C(Cl)C=C(C(OO)=[O:40])C=1. Given the product [O-:40][N+:25]1[CH:26]=[CH:27][C:22]([O:21][C:18]2[CH:19]=[CH:20][C:15]([NH:14][C:9]3[CH:8]=[C:7]([C:1]4[CH:2]=[CH:3][CH:4]=[CH:5][CH:6]=4)[N:12]=[C:11]([NH2:13])[N:10]=3)=[CH:16][CH:17]=2)=[CH:23][C:24]=1[C:28]([F:30])([F:29])[F:31], predict the reactants needed to synthesize it. (3) Given the product [C:17]([C:19]1[CH:15]=[CH:14][C:12](=[O:13])[N:22]([C:23]2[CH:28]=[CH:27][CH:26]=[CH:25][CH:24]=2)[C:20]=1[S-:21])#[N:18].[Na+:3], predict the reactants needed to synthesize it. The reactants are: C[O-].[Na+:3].CCO.CN1[CH:15]=[CH:14][C:12](=[O:13])N(C)C1=O.[C:17]([CH2:19][C:20]([NH:22][C:23]1[CH:28]=[CH:27][CH:26]=[CH:25][CH:24]=1)=[S:21])#[N:18]. (4) Given the product [O:1]1[CH2:5][CH2:4][O:3][CH:2]1[CH2:6][CH2:7][N:8]([CH2:12][C:13]1[CH:18]=[CH:17][CH:16]=[CH:15][CH:14]=1)[CH2:9][CH2:10][O:11][Si:24]([C:27]([CH3:30])([CH3:29])[CH3:28])([CH3:26])[CH3:25], predict the reactants needed to synthesize it. The reactants are: [O:1]1[CH2:5][CH2:4][O:3][CH:2]1[CH2:6][CH2:7][N:8]([CH2:12][C:13]1[CH:18]=[CH:17][CH:16]=[CH:15][CH:14]=1)[CH2:9][CH2:10][OH:11].N1C=CN=C1.[Si:24](Cl)([C:27]([CH3:30])([CH3:29])[CH3:28])([CH3:26])[CH3:25].